From a dataset of Full USPTO retrosynthesis dataset with 1.9M reactions from patents (1976-2016). Predict the reactants needed to synthesize the given product. The reactants are: [Cl:1][C:2]1[CH:7]=[C:6]([Cl:8])[CH:5]=[CH:4][C:3]=1[C:9]1[C:10]([CH:18]=O)=[CH:11][C:12]2[N:13]([CH:15]=[CH:16][N:17]=2)[CH:14]=1.[CH3:20][C:21]([S:24]([NH2:26])=[O:25])([CH3:23])[CH3:22]. Given the product [Cl:1][C:2]1[CH:7]=[C:6]([Cl:8])[CH:5]=[CH:4][C:3]=1[C:9]1[C:10](/[CH:18]=[N:26]/[S:24]([C:21]([CH3:23])([CH3:22])[CH3:20])=[O:25])=[CH:11][C:12]2[N:13]([CH:15]=[CH:16][N:17]=2)[CH:14]=1, predict the reactants needed to synthesize it.